From a dataset of Full USPTO retrosynthesis dataset with 1.9M reactions from patents (1976-2016). Predict the reactants needed to synthesize the given product. (1) Given the product [CH2:29]([O:31][CH2:32][C:33]1[N:34]([CH2:46][CH2:47][CH2:48][CH2:49][C:50]([NH2:1])=[O:51])[C:35]2[C:44]3[CH:43]=[CH:42][CH:41]=[CH:40][C:39]=3[N:38]=[CH:37][C:36]=2[N:45]=1)[CH3:30], predict the reactants needed to synthesize it. The reactants are: [NH2:1]C1C=NC2C(C=1NCCCCC(OCC)=O)=CC=CC=2.C(OCC(Cl)=O)C.[CH2:29]([O:31][CH2:32][C:33]1[N:34]([CH2:46][CH2:47][CH2:48][CH2:49][C:50](OCC)=[O:51])[C:35]2[C:44]3[CH:43]=[CH:42][CH:41]=[CH:40][C:39]=3[N:38]=[CH:37][C:36]=2[N:45]=1)[CH3:30].C([O-])(=O)C.[NH4+].[OH-].[Na+]. (2) Given the product [Cl:46][C:45]1[C:40]([CH2:39][N:35]([CH:36]2[CH2:38][CH2:37]2)[C:34]([C@@H:10]2[C@@:11]([OH:33])([C:14]3[CH:15]=[N:16][C:17]([O:20][CH2:21][CH2:22][O:23][C:24]4[C:25]([Cl:32])=[CH:26][C:27]([CH3:31])=[CH:28][C:29]=4[Cl:30])=[CH:18][CH:19]=3)[CH2:12][CH2:13][NH:8][CH2:9]2)=[O:52])=[CH:41][C:42]([CH2:47][CH2:48][CH2:49][O:50][CH3:51])=[N:43][CH:44]=1, predict the reactants needed to synthesize it. The reactants are: C(OC([N:8]1[CH2:13][CH2:12][C@@:11]([OH:33])([C:14]2[CH:15]=[N:16][C:17]([O:20][CH2:21][CH2:22][O:23][C:24]3[C:29]([Cl:30])=[CH:28][C:27]([CH3:31])=[CH:26][C:25]=3[Cl:32])=[CH:18][CH:19]=2)[C@H:10]([C:34](=[O:52])[N:35]([CH2:39][C:40]2[C:45]([Cl:46])=[CH:44][N:43]=[C:42]([CH2:47][CH2:48][CH2:49][O:50][CH3:51])[CH:41]=2)[CH:36]2[CH2:38][CH2:37]2)[CH2:9]1)=O)(C)(C)C.Cl.C([O-])(O)=O.[Na+].CCOC(C)=O. (3) Given the product [Cl:22][C:23]1[CH:28]=[CH:27][C:26]([C:2]2[C:7]([O:8][CH3:9])=[CH:6][C:5]([NH2:10])=[CH:4][C:3]=2[O:11][CH3:12])=[CH:25][CH:24]=1, predict the reactants needed to synthesize it. The reactants are: Br[C:2]1[C:7]([O:8][CH3:9])=[CH:6][C:5]([NH2:10])=[CH:4][C:3]=1[O:11][CH3:12].C1(B(O)O)C=CC=CC=1.[Cl:22][C:23]1[CH:28]=[CH:27][C:26](B(O)O)=[CH:25][CH:24]=1. (4) Given the product [C:1]([C:3]1[CH:4]=[CH:5][C:6]([CH2:7][NH:8][C:9]([CH:10]([O:11][CH3:12])[C:13]2[C:14]([F:20])=[CH:15][CH:16]=[CH:17][C:18]=2[O:19][S:33]([C:32]([F:45])([F:44])[F:31])(=[O:35])=[O:34])=[O:21])=[CH:22][CH:23]=1)#[N:2], predict the reactants needed to synthesize it. The reactants are: [C:1]([C:3]1[CH:23]=[CH:22][C:6]([CH2:7][NH:8][C:9](=[O:21])[CH:10]([C:13]2[C:18]([OH:19])=[CH:17][CH:16]=[CH:15][C:14]=2[F:20])[O:11][CH3:12])=[CH:5][CH:4]=1)#[N:2].C(N(CC)CC)C.[F:31][C:32]([F:45])([F:44])[S:33](O[S:33]([C:32]([F:45])([F:44])[F:31])(=[O:35])=[O:34])(=[O:35])=[O:34].